This data is from Forward reaction prediction with 1.9M reactions from USPTO patents (1976-2016). The task is: Predict the product of the given reaction. (1) Given the reactants Cl[C:2]1[N:26]=[CH:25][CH:24]=[CH:23][C:3]=1[C:4]([N:6]([C:10]1[CH:11]=[C:12]([CH:18]=[C:19]([O:21][CH3:22])[CH:20]=1)[C:13]([O:15][CH2:16][CH3:17])=[O:14])[CH2:7][O:8][CH3:9])=[O:5].C(P(CCCC)CCCC)CCC.C(=O)([O-])[O-].[K+].[K+].O, predict the reaction product. The product is: [CH3:22][O:21][C:19]1[C:20]2[C:2]3[N:26]=[CH:25][CH:24]=[CH:23][C:3]=3[C:4](=[O:5])[N:6]([CH2:7][O:8][CH3:9])[C:10]=2[CH:11]=[C:12]([C:13]([O:15][CH2:16][CH3:17])=[O:14])[CH:18]=1. (2) Given the reactants Br[C:2]1[C:13](=[O:14])[N:12]([CH3:15])[C:5]2[N:6]=[C:7]([NH:10][CH3:11])[N:8]=[CH:9][C:4]=2[CH:3]=1.[CH3:16][C:17]1([CH3:33])[C:21]([CH3:23])([CH3:22])[O:20][B:19]([B:19]2[O:20][C:21]([CH3:23])([CH3:22])[C:17]([CH3:33])([CH3:16])[O:18]2)[O:18]1.C([O-])(=O)C.[K+].CS(C)=O, predict the reaction product. The product is: [CH3:15][N:12]1[C:5]2[N:6]=[C:7]([NH:10][CH3:11])[N:8]=[CH:9][C:4]=2[CH:3]=[C:2]([B:19]2[O:20][C:21]([CH3:23])([CH3:22])[C:17]([CH3:33])([CH3:16])[O:18]2)[C:13]1=[O:14]. (3) Given the reactants [Cl:1][C:2]1[CH:3]=[C:4]2[C:8](=[CH:9][CH:10]=1)[NH:7][CH:6]=[C:5]2/[C:11](=[CH:14]/[C:15]1[CH:16]=[N:17][CH:18]=[CH:19][C:20]=1[O:21]C)/[C:12]#[N:13].[Li+].[Cl-].C1(C)C=CC(S(O)(=O)=O)=CC=1, predict the reaction product. The product is: [Cl:1][C:2]1[CH:3]=[C:4]2[C:8](=[CH:9][CH:10]=1)[NH:7][CH:6]=[C:5]2/[C:11](=[CH:14]/[C:15]1[CH:16]=[N:17][CH:18]=[CH:19][C:20]=1[OH:21])/[C:12]#[N:13]. (4) Given the reactants [CH3:1][C:2]1[S:3][CH:4]=[C:5]([CH2:7][CH2:8][NH2:9])[N:6]=1.F[C:11]1[CH:16]=[CH:15][C:14]([N+:17]([O-:19])=[O:18])=[CH:13][CH:12]=1.C(N(CC)CC)C.O, predict the reaction product. The product is: [CH3:1][C:2]1[S:3][CH:4]=[C:5]([CH2:7][CH2:8][NH:9][C:11]2[CH:16]=[CH:15][C:14]([N+:17]([O-:19])=[O:18])=[CH:13][CH:12]=2)[N:6]=1.